This data is from NCI-60 drug combinations with 297,098 pairs across 59 cell lines. The task is: Regression. Given two drug SMILES strings and cell line genomic features, predict the synergy score measuring deviation from expected non-interaction effect. (1) Drug 1: CC1=C(C(CCC1)(C)C)C=CC(=CC=CC(=CC(=O)O)C)C. Drug 2: C1CC(=O)NC(=O)C1N2C(=O)C3=CC=CC=C3C2=O. Cell line: T-47D. Synergy scores: CSS=9.49, Synergy_ZIP=-0.328, Synergy_Bliss=3.70, Synergy_Loewe=-4.32, Synergy_HSA=-0.233. (2) Drug 1: CC1C(C(CC(O1)OC2CC(OC(C2O)C)OC3=CC4=CC5=C(C(=O)C(C(C5)C(C(=O)C(C(C)O)O)OC)OC6CC(C(C(O6)C)O)OC7CC(C(C(O7)C)O)OC8CC(C(C(O8)C)O)(C)O)C(=C4C(=C3C)O)O)O)O. Drug 2: COC1=NC(=NC2=C1N=CN2C3C(C(C(O3)CO)O)O)N. Cell line: UACC-257. Synergy scores: CSS=32.3, Synergy_ZIP=0.157, Synergy_Bliss=-0.145, Synergy_Loewe=-58.9, Synergy_HSA=-0.946. (3) Cell line: K-562. Synergy scores: CSS=33.3, Synergy_ZIP=-0.432, Synergy_Bliss=0.105, Synergy_Loewe=-16.2, Synergy_HSA=-2.02. Drug 1: CCC1=C2CN3C(=CC4=C(C3=O)COC(=O)C4(CC)O)C2=NC5=C1C=C(C=C5)O. Drug 2: CCN(CC)CCCC(C)NC1=C2C=C(C=CC2=NC3=C1C=CC(=C3)Cl)OC. (4) Drug 1: CN(C)C1=NC(=NC(=N1)N(C)C)N(C)C. Drug 2: C1CN(CCN1C(=O)CCBr)C(=O)CCBr. Cell line: SN12C. Synergy scores: CSS=12.8, Synergy_ZIP=-3.26, Synergy_Bliss=4.90, Synergy_Loewe=-7.81, Synergy_HSA=0.378. (5) Drug 1: CCC1=CC2CC(C3=C(CN(C2)C1)C4=CC=CC=C4N3)(C5=C(C=C6C(=C5)C78CCN9C7C(C=CC9)(C(C(C8N6C)(C(=O)OC)O)OC(=O)C)CC)OC)C(=O)OC.C(C(C(=O)O)O)(C(=O)O)O. Drug 2: CC1CCC2CC(C(=CC=CC=CC(CC(C(=O)C(C(C(=CC(C(=O)CC(OC(=O)C3CCCCN3C(=O)C(=O)C1(O2)O)C(C)CC4CCC(C(C4)OC)O)C)C)O)OC)C)C)C)OC. Cell line: SF-295. Synergy scores: CSS=51.5, Synergy_ZIP=-16.5, Synergy_Bliss=-9.02, Synergy_Loewe=-2.97, Synergy_HSA=-1.24. (6) Drug 1: CCC1=CC2CC(C3=C(CN(C2)C1)C4=CC=CC=C4N3)(C5=C(C=C6C(=C5)C78CCN9C7C(C=CC9)(C(C(C8N6C)(C(=O)OC)O)OC(=O)C)CC)OC)C(=O)OC.C(C(C(=O)O)O)(C(=O)O)O. Drug 2: CC1CCCC2(C(O2)CC(NC(=O)CC(C(C(=O)C(C1O)C)(C)C)O)C(=CC3=CSC(=N3)C)C)C. Cell line: HCC-2998. Synergy scores: CSS=66.1, Synergy_ZIP=-1.13, Synergy_Bliss=-0.310, Synergy_Loewe=1.07, Synergy_HSA=2.14. (7) Drug 1: CCC1=C2CN3C(=CC4=C(C3=O)COC(=O)C4(CC)O)C2=NC5=C1C=C(C=C5)O. Drug 2: CC12CCC3C(C1CCC2O)C(CC4=C3C=CC(=C4)O)CCCCCCCCCS(=O)CCCC(C(F)(F)F)(F)F. Cell line: NCI-H522. Synergy scores: CSS=15.5, Synergy_ZIP=-6.28, Synergy_Bliss=2.22, Synergy_Loewe=-16.1, Synergy_HSA=1.81.